Dataset: Reaction yield outcomes from USPTO patents with 853,638 reactions. Task: Predict the reaction yield, written as a fraction of the theoretical maximum amount of product (1.0 means a 100% yield; for example, 0.34 means a 34% yield). (1) The reactants are [C:1]([O:5][C:6]([NH:8][C:9]1[S:10][CH:11]=[C:12](/[C:14](=[N:29]/[O:30][C:31]([CH3:40])([CH3:39])[C:32]([O:34][C:35]([CH3:38])([CH3:37])[CH3:36])=[O:33])/[C:15]([NH:17][C@@H:18]2[C:21](=[O:22])[NH:20][C@@H:19]2[CH2:23][NH:24][CH2:25][C@H:26]([OH:28])[CH3:27])=[O:16])[N:13]=1)=[O:7])([CH3:4])([CH3:3])[CH3:2].C1N=CN([C:46](N2C=NC=C2)=[O:47])C=1. The yield is 0.420. The catalyst is C(Cl)(Cl)Cl.CCOC(C)=O.O. The product is [C:1]([O:5][C:6]([NH:8][C:9]1[S:10][CH:11]=[C:12](/[C:14](=[N:29]/[O:30][C:31]([CH3:39])([CH3:40])[C:32]([O:34][C:35]([CH3:38])([CH3:37])[CH3:36])=[O:33])/[C:15]([NH:17][C@@H:18]2[C:21](=[O:22])[NH:20][C@@H:19]2[CH2:23][N:24]2[CH2:25][C@@H:26]([CH3:27])[O:28][C:46]2=[O:47])=[O:16])[N:13]=1)=[O:7])([CH3:4])([CH3:2])[CH3:3]. (2) The reactants are [CH3:1][C:2]([CH3:24])([S@@:4]([NH:6][C@H:7]([C:18]1[CH:23]=[CH:22][CH:21]=[CH:20][CH:19]=1)[C:8]1[CH:17]=[CH:16][C:11]([C:12]([O:14]C)=[O:13])=[CH:10][CH:9]=1)=[O:5])[CH3:3].[OH-].[Li+]. No catalyst specified. The product is [CH3:3][C:2]([CH3:24])([S@@:4]([NH:6][C@H:7]([C:18]1[CH:23]=[CH:22][CH:21]=[CH:20][CH:19]=1)[C:8]1[CH:17]=[CH:16][C:11]([C:12]([OH:14])=[O:13])=[CH:10][CH:9]=1)=[O:5])[CH3:1]. The yield is 0.680. (3) The reactants are [F:1][C:2]1[CH:21]=[C:20]([N+:22]([O-])=O)[CH:19]=[CH:18][C:3]=1[O:4][C:5]1[CH:10]=[CH:9][N:8]=[C:7]2[CH:11]=[C:12]([S:14]([CH3:17])(=[O:16])=[O:15])[S:13][C:6]=12. The catalyst is C(O)(=O)C.[Fe]. The product is [CH3:17][S:14]([C:12]1[S:13][C:6]2[C:7](=[N:8][CH:9]=[CH:10][C:5]=2[O:4][C:3]2[CH:18]=[CH:19][C:20]([NH2:22])=[CH:21][C:2]=2[F:1])[CH:11]=1)(=[O:15])=[O:16]. The yield is 0.480. (4) The reactants are [CH3:1][C:2]1[C:6]([CH2:7][OH:8])=[CH:5][N:4]([C:9]2[CH:14]=[CH:13][C:12]([C:15]([F:18])([F:17])[F:16])=[CH:11][N:10]=2)[N:3]=1.O[C:20]1[CH:25]=[CH:24][C:23]([CH2:26][CH2:27][C:28]([O:30]C)=[O:29])=[C:22]([O:32][CH3:33])[CH:21]=1.C1(P(C2C=CC=CC=2)C2C=CC=CC=2)C=CC=CC=1.N(C(OCC)=O)=NC(OCC)=O. The catalyst is C1(C)C=CC=CC=1.O1CCCC1. The product is [CH3:33][O:32][C:22]1[CH:21]=[C:20]([O:8][CH2:7][C:6]2[C:2]([CH3:1])=[N:3][N:4]([C:9]3[CH:14]=[CH:13][C:12]([C:15]([F:18])([F:16])[F:17])=[CH:11][N:10]=3)[CH:5]=2)[CH:25]=[CH:24][C:23]=1[CH2:26][CH2:27][C:28]([OH:30])=[O:29]. The yield is 0.590. (5) The product is [N+:14]([C:11]1[CH:10]=[N:9][C:5]2[C:6]([CH:12]=1)=[CH:7][CH:8]=[C:3]([CH2:2][OH:1])[CH:4]=2)([O-:16])=[O:15]. The catalyst is CC(O)=O.Cl.C1(S)C=CC=CC=1. The reactants are [OH:1][CH2:2][C:3]1[CH:4]=[C:5]([NH:9][CH:10]=[C:11]([N+:14]([O-:16])=[O:15])[CH:12]=O)[CH:6]=[CH:7][CH:8]=1.NC1C=C(C=CC=1)CO. The yield is 0.0900. (6) The reactants are C1N=CN(C(N2C=NC=C2)=O)C=1.[O:13]=[C:14]1[CH2:17][CH:16]([C:18]([OH:20])=O)[CH2:15]1.[CH2:21]([NH2:28])[C:22]1[CH:27]=[CH:26][CH:25]=[CH:24][CH:23]=1. The catalyst is C1COCC1. The product is [CH2:21]([NH:28][C:18]([CH:16]1[CH2:15][C:14](=[O:13])[CH2:17]1)=[O:20])[C:22]1[CH:27]=[CH:26][CH:25]=[CH:24][CH:23]=1. The yield is 0.890. (7) The reactants are [C:1]([C:3]1[CH:8]=[CH:7][C:6]([CH3:9])=[CH:5][N:4]=1)#[N:2].[Br:10]N1C(=O)CCC1=O.CC(N=NC(C#N)(C)C)(C#N)C. The catalyst is C(Cl)(Cl)Cl. The product is [Br:10][CH2:9][C:6]1[CH:7]=[CH:8][C:3]([C:1]#[N:2])=[N:4][CH:5]=1. The yield is 0.530.